From a dataset of Full USPTO retrosynthesis dataset with 1.9M reactions from patents (1976-2016). Predict the reactants needed to synthesize the given product. (1) Given the product [CH2:6]([O:13][CH:19]([B:21]([OH:23])[OH:22])[CH3:20])[C:7]1[CH:12]=[CH:11][CH:10]=[CH:9][CH:8]=1.[C:33]12([OH:44])[CH2:41][CH:37]([C:38]1([CH3:40])[CH3:39])[CH2:36][CH2:35][C:34]2([OH:43])[CH3:42], predict the reactants needed to synthesize it. The reactants are: [Li]CCCC.[CH2:6]([OH:13])[C:7]1[CH:12]=[CH:11][CH:10]=[CH:9][CH:8]=1.CS(C)=O.Cl[CH:19]([B:21]([OH:23])[OH:22])[CH3:20].OC(C(O)(C)C)(C)C.Cl.[C@@:33]12([OH:44])[CH2:41][CH:37]([C:38]1([CH3:40])[CH3:39])[CH2:36][CH2:35][C:34]2([OH:43])[CH3:42]. (2) Given the product [OH:28][C:22]([C:24]([F:27])([F:26])[F:25])=[O:23].[CH3:1][N:2]1[CH:6]([C:7]([OH:9])=[O:8])[CH2:5][N:4]([C:14]2[CH:19]=[CH:18][CH:17]=[C:16]([CH3:20])[N:15]=2)[C:3]1=[O:21], predict the reactants needed to synthesize it. The reactants are: [CH3:1][N:2]1[CH:6]([C:7]([O:9]C(C)(C)C)=[O:8])[CH2:5][N:4]([C:14]2[CH:19]=[CH:18][CH:17]=[C:16]([CH3:20])[N:15]=2)[C:3]1=[O:21].[C:22]([OH:28])([C:24]([F:27])([F:26])[F:25])=[O:23].C(Cl)Cl. (3) Given the product [Br:23][C:24]1[CH:25]=[C:26]2[C:30](=[CH:31][CH:32]=1)[NH:29][C:28](=[O:33])[C:27]2=[CH:21][C:3]1[NH:4][C:5]2[CH2:11][CH2:10][CH2:9][N:8]([CH2:12][CH2:13][N:14]3[CH2:19][CH2:18][CH2:17][CH2:16][CH2:15]3)[C:7](=[O:20])[C:6]=2[C:2]=1[CH3:1], predict the reactants needed to synthesize it. The reactants are: [CH3:1][C:2]1[C:6]2[C:7](=[O:20])[N:8]([CH2:12][CH2:13][N:14]3[CH2:19][CH2:18][CH2:17][CH2:16][CH2:15]3)[CH2:9][CH2:10][CH2:11][C:5]=2[NH:4][C:3]=1[CH:21]=O.[Br:23][C:24]1[CH:25]=[C:26]2[C:30](=[CH:31][CH:32]=1)[NH:29][C:28](=[O:33])[CH2:27]2. (4) Given the product [CH2:1]([O:8][C@H:9]1[C@H:14]([O:15][CH2:16][C:17]2[CH:18]=[CH:19][CH:20]=[CH:21][CH:22]=2)[C@@H:13]([O:23][CH2:24][C:25]2[CH:30]=[CH:29][CH:28]=[CH:27][CH:26]=2)[C@@:12]([C:33]2[CH:38]=[CH:37][C:36]([Cl:39])=[C:35]([CH2:40][C:41]3[CH:42]=[CH:43][C:44]([O:47][CH2:48][C:49]4[CH:54]=[CH:53][CH:52]=[CH:51][CH:50]=4)=[CH:45][CH:46]=3)[CH:34]=2)([O:31][CH3:32])[O:11][C@@H:10]1[CH:55]=[O:56])[C:2]1[CH:3]=[CH:4][CH:5]=[CH:6][CH:7]=1, predict the reactants needed to synthesize it. The reactants are: [CH2:1]([O:8][C@H:9]1[C@H:14]([O:15][CH2:16][C:17]2[CH:22]=[CH:21][CH:20]=[CH:19][CH:18]=2)[C@@H:13]([O:23][CH2:24][C:25]2[CH:30]=[CH:29][CH:28]=[CH:27][CH:26]=2)[C@@:12]([C:33]2[CH:38]=[CH:37][C:36]([Cl:39])=[C:35]([CH2:40][C:41]3[CH:46]=[CH:45][C:44]([O:47][CH2:48][C:49]4[CH:54]=[CH:53][CH:52]=[CH:51][CH:50]=4)=[CH:43][CH:42]=3)[CH:34]=2)([O:31][CH3:32])[O:11][C@@H:10]1[CH2:55][OH:56])[C:2]1[CH:7]=[CH:6][CH:5]=[CH:4][CH:3]=1.I(C1C=CC=CC=1C(O)=O)(=O)=O. (5) Given the product [Cl:1][C:2]1[CH:3]=[C:4]([CH:8]([OH:29])[CH:9]([CH2:15][C:16]2[CH:17]=[CH:18][C:19]([C:22]([F:28])([F:27])[C:23]([CH3:24])([CH3:25])[CH3:26])=[CH:20][CH:21]=2)[C:10]([OH:12])=[O:11])[CH:5]=[CH:6][CH:7]=1, predict the reactants needed to synthesize it. The reactants are: [Cl:1][C:2]1[CH:3]=[C:4]([CH:8]([OH:29])[CH:9]([CH2:15][C:16]2[CH:21]=[CH:20][C:19]([C:22]([F:28])([F:27])[C:23]([CH3:26])([CH3:25])[CH3:24])=[CH:18][CH:17]=2)[C:10]([O:12]CC)=[O:11])[CH:5]=[CH:6][CH:7]=1.[OH-].[Na+]. (6) Given the product [CH3:29][C:30]([S:1][C:5]1[CH:4]=[CH:3][C:2]([N+:17]([O-:19])=[O:18])=[CH:6][CH:7]=1)=[O:31], predict the reactants needed to synthesize it. The reactants are: [S:1]1[CH:5]=[CH:4][CH:3]=[C:2]1[CH2:6][C:7](O)=O.C(N(CC)CC)C.[N+:17](C1C=CC(CBr)=CC=1)([O-:19])=[O:18].C1C[O:31][CH2:30][CH2:29]1.C1(C)C=CC=CC=1. (7) Given the product [CH2:1]([S:8]([NH:11][C:12]([CH:14]1[CH2:19][CH2:18][N:17]([C:20]2[C:30]([C:31]#[N:32])=[CH:29][C:23]([C:24]([O:26][CH2:27][CH3:28])=[O:25])=[C:22]([CH2:33][O:45][CH2:44][CH3:43])[N:21]=2)[CH2:16][CH2:15]1)=[O:13])(=[O:10])=[O:9])[C:2]1[CH:7]=[CH:6][CH:5]=[CH:4][CH:3]=1, predict the reactants needed to synthesize it. The reactants are: [CH2:1]([S:8]([NH:11][C:12]([CH:14]1[CH2:19][CH2:18][N:17]([C:20]2[C:30]([C:31]#[N:32])=[CH:29][C:23]([C:24]([O:26][CH2:27][CH3:28])=[O:25])=[C:22]([CH2:33]Cl)[N:21]=2)[CH2:16][CH2:15]1)=[O:13])(=[O:10])=[O:9])[C:2]1[CH:7]=[CH:6][CH:5]=[CH:4][CH:3]=1.C([O-])([O-])=O.[Cs+].[Cs+].[I-].[Na+].[CH3:43][CH2:44][OH:45]. (8) Given the product [OH:1][C:2]1[CH:3]=[CH:4][C:5]([C:8](=[O:20])[CH2:9][C:10]2[CH:11]=[CH:12][C:13]([C:14]([OH:16])=[O:15])=[CH:18][CH:19]=2)=[CH:6][CH:7]=1, predict the reactants needed to synthesize it. The reactants are: [OH:1][C:2]1[CH:7]=[CH:6][C:5]([C:8](=[O:20])[CH2:9][C:10]2[CH:19]=[CH:18][C:13]([C:14]([O:16]C)=[O:15])=[CH:12][CH:11]=2)=[CH:4][CH:3]=1.Cl.